Dataset: Catalyst prediction with 721,799 reactions and 888 catalyst types from USPTO. Task: Predict which catalyst facilitates the given reaction. (1) Reactant: [CH3:1][NH2:2].[Br:3][C:4]1[CH:9]=[CH:8][C:7]([S:10](Cl)(=[O:12])=[O:11])=[CH:6][C:5]=1[CH3:14]. Product: [Br:3][C:4]1[CH:9]=[CH:8][C:7]([S:10]([NH:2][CH3:1])(=[O:12])=[O:11])=[CH:6][C:5]=1[CH3:14]. The catalyst class is: 7. (2) Reactant: [CH2:1]([S:8](Cl)(=[O:10])=[O:9])[C:2]1[CH:7]=[CH:6][CH:5]=[CH:4][CH:3]=1.CCN(C(C)C)C(C)C.Cl.[NH2:22][CH:23]([CH:39]([CH3:41])[CH3:40])[C:24]([N:26]1[CH2:31][CH2:30][CH:29]([C:32]2[CH:37]=[CH:36][C:35]([Cl:38])=[CH:34][CH:33]=2)[CH2:28][CH2:27]1)=[O:25]. The catalyst class is: 61. Product: [Cl:38][C:35]1[CH:36]=[CH:37][C:32]([CH:29]2[CH2:28][CH2:27][N:26]([C:24](=[O:25])[CH:23]([NH:22][S:8]([CH2:1][C:2]3[CH:7]=[CH:6][CH:5]=[CH:4][CH:3]=3)(=[O:10])=[O:9])[CH:39]([CH3:41])[CH3:40])[CH2:31][CH2:30]2)=[CH:33][CH:34]=1. (3) Product: [Cl:1][C:2]1[CH:7]=[CH:6][CH:5]=[CH:4][C:3]=1[C:8]1[N:9]([CH2:20][C:21]2[N:26]=[C:25]([NH:27][C:28](=[O:33])[C:29]([CH3:31])([CH3:30])[CH3:32])[CH:24]=[CH:23][CH:22]=2)[C:10]2[C:15]([CH:16]=1)=[CH:14][CH:13]=[C:12]([O:17][CH3:18])[CH:11]=2. Reactant: [Cl:1][C:2]1[CH:7]=[CH:6][CH:5]=[CH:4][C:3]=1[C:8]1[NH:9][C:10]2[C:15]([CH:16]=1)=[CH:14][CH:13]=[C:12]([O:17][CH3:18])[CH:11]=2.Br[CH2:20][C:21]1[N:26]=[C:25]([NH:27][C:28](=[O:33])[C:29]([CH3:32])([CH3:31])[CH3:30])[CH:24]=[CH:23][CH:22]=1.C([O-])([O-])=O.[Cs+].[Cs+]. The catalyst class is: 3. (4) Reactant: [C:1]([O:5][C:6]([N:8]1[CH2:20][C@@H:19]([CH3:21])[N:18]2[C@H:10]([CH2:11][C:12]3[C:17]2=[N:16][CH:15]=[C:14](F)[CH:13]=3)[CH2:9]1)=[O:7])([CH3:4])([CH3:3])[CH3:2].[CH2:23]([O:25]C1C=C2C(N3C(=C2)C(=O)NCC3C)=NC=1)[CH3:24].[H-].[Al+3].[Li+].[H-].[H-].[H-].C(OC(OC(OC(C)(C)C)=O)=O)(C)(C)C. Product: [C:1]([O:5][C:6]([N:8]1[CH2:20][C@@H:19]([CH3:21])[N:18]2[C:10](=[CH:11][C:12]3[C:17]2=[N:16][CH:15]=[C:14]([O:25][CH2:23][CH3:24])[CH:13]=3)[CH2:9]1)=[O:7])([CH3:4])([CH3:3])[CH3:2]. The catalyst class is: 277. (5) Reactant: [C:1]([C:3]1[CH:21]=[CH:20][C:6]([CH2:7][CH:8]([CH2:18][OH:19])[CH2:9][CH2:10][CH2:11][CH2:12][C:13]([O:15][CH2:16][CH3:17])=[O:14])=[CH:5][CH:4]=1)#[N:2].[Cr](Cl)([O-])(=O)=O.[NH+]1C=CC=CC=1. Product: [C:1]([C:3]1[CH:4]=[CH:5][C:6]([CH2:7][CH:8]([CH:18]=[O:19])[CH2:9][CH2:10][CH2:11][CH2:12][C:13]([O:15][CH2:16][CH3:17])=[O:14])=[CH:20][CH:21]=1)#[N:2]. The catalyst class is: 4. (6) Reactant: [NH:1]([C:3]1[CH:12]=[CH:11][C:6]([C:7]([O:9][CH3:10])=[O:8])=[CH:5][N:4]=1)[NH2:2].[C:13]([C:17]1[CH:18]=[CH:19][CH:20]=[C:21]2[C:26]=1[N:25]=[C:24]([CH:27]=O)[CH:23]=[CH:22]2)([CH3:16])([CH3:15])[CH3:14]. Product: [C:13]([C:17]1[CH:18]=[CH:19][CH:20]=[C:21]2[C:26]=1[N:25]=[C:24](/[CH:27]=[N:2]/[NH:1][C:3]1[CH:12]=[CH:11][C:6]([C:7]([O:9][CH3:10])=[O:8])=[CH:5][N:4]=1)[CH:23]=[CH:22]2)([CH3:16])([CH3:15])[CH3:14]. The catalyst class is: 8.